This data is from In vitro SARS-CoV-2 activity screen of 1,480 approved drugs from Prestwick library. The task is: Binary Classification. Given a drug SMILES string, predict its activity (active/inactive) in a high-throughput screening assay against a specified biological target. (1) The compound is CCOc1ccccc1C(N)=O. The result is 0 (inactive). (2) The compound is Cn1c(=O)c2c(ncn2CC(O)CO)n(C)c1=O. The result is 0 (inactive). (3) The molecule is Oc1cc(O)c2c(c1)O[C@H](c1ccc(O)c(O)c1)[C@@H](O)C2. The result is 0 (inactive). (4) The molecule is O=[N+]([O-])c1ccc(O)c2ncccc12. The result is 0 (inactive). (5) The compound is CNCC(O)c1ccc(O)c(O)c1.Cl. The result is 0 (inactive). (6) The molecule is CC(=O)O.NC(N)=N/N=C/c1c(Cl)cccc1Cl. The result is 0 (inactive). (7) The drug is Nc1ccn([C@H]2CC[C@@H](CO)O2)c(=O)n1. The result is 0 (inactive).